Dataset: Reaction yield outcomes from USPTO patents with 853,638 reactions. Task: Predict the reaction yield, written as a fraction of the theoretical maximum amount of product (1.0 means a 100% yield; for example, 0.34 means a 34% yield). The reactants are [Br:1][C:2]1[N:10]([CH2:11][C:12]2[CH:17]=[CH:16][C:15]([Cl:18])=[CH:14][CH:13]=2)[C:9]2[C:8](=[O:19])[NH:7][C:6](=[O:20])[N:5]([CH3:21])[C:4]=2[N:3]=1.Cl[CH2:23][CH2:24][N:25]([CH3:27])[CH3:26].C(=O)([O-])[O-].[K+].[K+]. The catalyst is CN(C=O)C.CCCC[N+](CCCC)(CCCC)CCCC.[I-]. The product is [Br:1][C:2]1[N:10]([CH2:11][C:12]2[CH:13]=[CH:14][C:15]([Cl:18])=[CH:16][CH:17]=2)[C:9]2[C:8](=[O:19])[N:7]([CH2:23][CH2:24][N:25]([CH3:27])[CH3:26])[C:6](=[O:20])[N:5]([CH3:21])[C:4]=2[N:3]=1. The yield is 0.840.